This data is from Catalyst prediction with 721,799 reactions and 888 catalyst types from USPTO. The task is: Predict which catalyst facilitates the given reaction. Reactant: [F:1][C:2]1[C:11]2[O:10][CH2:9][CH:8]([CH2:12]OS(C3C=CC(C)=CC=3)(=O)=O)[O:7][C:6]=2[CH:5]=[C:4]([S:24]([CH3:27])(=[O:26])=[O:25])[CH:3]=1.[CH3:28][NH:29][CH3:30]. Product: [F:1][C:2]1[C:11]2[O:10][CH2:9][CH:8]([CH2:12][N:29]([CH3:30])[CH3:28])[O:7][C:6]=2[CH:5]=[C:4]([S:24]([CH3:27])(=[O:26])=[O:25])[CH:3]=1. The catalyst class is: 10.